Predict which catalyst facilitates the given reaction. From a dataset of Catalyst prediction with 721,799 reactions and 888 catalyst types from USPTO. (1) Reactant: [NH2:1][CH2:2][C:3]1[CH:4]=[C:5]([CH:14]=[CH:15][CH:16]=1)[NH:6][CH2:7][C:8]1[CH:13]=[CH:12][CH:11]=[CH:10][CH:9]=1.[O:17]1[CH2:19][C@@H:18]1[C@@H:20]([NH:28][C:29](=[O:35])[O:30][C:31]([CH3:34])([CH3:33])[CH3:32])[CH2:21][C:22]1[CH:27]=[CH:26][CH:25]=[CH:24][CH:23]=1. Product: [CH2:7]([NH:6][C:5]1[CH:4]=[C:3]([CH:16]=[CH:15][CH:14]=1)[CH2:2][NH:1][CH2:19][C@@H:18]([OH:17])[C@@H:20]([NH:28][C:29](=[O:35])[O:30][C:31]([CH3:33])([CH3:32])[CH3:34])[CH2:21][C:22]1[CH:27]=[CH:26][CH:25]=[CH:24][CH:23]=1)[C:8]1[CH:13]=[CH:12][CH:11]=[CH:10][CH:9]=1. The catalyst class is: 41. (2) Reactant: [CH3:1][O:2][C:3]1[CH:4]=[CH:5][CH:6]=[C:7]2[C:11]=1[C:10](=[O:12])[NH:9][C:8]2([CH3:14])[CH3:13].[H-].[Na+].CI.O.[C:20](C#N)(C)=O. Product: [CH3:1][O:2][C:3]1[CH:4]=[CH:5][CH:6]=[C:7]2[C:11]=1[C:10](=[O:12])[N:9]([CH3:20])[C:8]2([CH3:14])[CH3:13]. The catalyst class is: 1. (3) Reactant: [H-].[Al+3].[Li+].[H-].[H-].[H-].[CH:7]12[CH2:13][CH:12]1[CH2:11][CH2:10][CH:9]([C:14](OC)=[O:15])[CH2:8]2. Product: [CH:7]12[CH2:13][CH:12]1[CH2:11][CH2:10][CH:9]([CH2:14][OH:15])[CH2:8]2. The catalyst class is: 27. (4) Reactant: C(OC(=O)[NH:7][CH:8]1[CH2:13][CH2:12][N:11]([S:14]([CH3:17])(=[O:16])=[O:15])[CH2:10][CH2:9]1)(C)(C)C.C(O)(C(F)(F)F)=O. Product: [CH3:17][S:14]([N:11]1[CH2:10][CH2:9][CH:8]([NH2:7])[CH2:13][CH2:12]1)(=[O:16])=[O:15]. The catalyst class is: 2. (5) Reactant: [NH2:1][CH:2]1[CH2:5][N:4]([C:6]2[CH:11]=[CH:10][C:9]([NH:12][C:13]3[N:18]=[C:17]([C:19]4[N:23]([CH:24]([CH3:26])[CH3:25])[C:22]([CH3:27])=[N:21][CH:20]=4)[C:16]([F:28])=[CH:15][N:14]=3)=[CH:8][CH:7]=2)[CH2:3]1.C(N(CC)CC)C.[CH3:36][S:37](Cl)(=[O:39])=[O:38]. Product: [F:28][C:16]1[C:17]([C:19]2[N:23]([CH:24]([CH3:25])[CH3:26])[C:22]([CH3:27])=[N:21][CH:20]=2)=[N:18][C:13]([NH:12][C:9]2[CH:8]=[CH:7][C:6]([N:4]3[CH2:3][CH:2]([NH:1][S:37]([CH3:36])(=[O:39])=[O:38])[CH2:5]3)=[CH:11][CH:10]=2)=[N:14][CH:15]=1. The catalyst class is: 2. (6) Reactant: [CH3:1][O:2][C:3]1[CH:4]=[C:5]([C@H:9]([NH2:11])[CH3:10])[CH:6]=[CH:7][CH:8]=1.[CH:12]1[N:17]=[C:16](Cl)[C:15]2[N:19]=[CH:20][N:21]([C@@H:22]3[O:26][C@H:25]([CH2:27][OH:28])[C@@H:24]([OH:29])[C@H:23]3[OH:30])[C:14]=2[N:13]=1. Product: [CH3:1][O:2][C:3]1[CH:4]=[C:5]([C@H:9]([NH:11][C:16]2[C:15]3[N:19]=[CH:20][N:21]([C:14]=3[N:13]=[CH:12][N:17]=2)[C@@H:22]2[O:26][C@H:25]([CH2:27][OH:28])[C@@H:24]([OH:29])[C@H:23]2[OH:30])[CH3:10])[CH:6]=[CH:7][CH:8]=1. The catalyst class is: 259. (7) Reactant: [F:1][CH:2]([F:23])[O:3][C:4]1[C:5]([OH:22])=[C:6]([C:12]2[CH:20]=[CH:19][CH:18]=[C:17]3[C:13]=2[CH2:14][CH2:15][C:16]3=[O:21])[CH:7]=[CH:8][C:9]=1[O:10][CH3:11].C(=O)([O-])[O-].[K+].[K+].Br[CH2:31][C:32]1([CH2:36][OH:37])[CH2:35][O:34][CH2:33]1. Product: [F:1][CH:2]([F:23])[O:3][C:4]1[C:5]([O:22][CH2:31][C:32]2([CH2:36][OH:37])[CH2:35][O:34][CH2:33]2)=[C:6]([C:12]2[CH:20]=[CH:19][CH:18]=[C:17]3[C:13]=2[CH2:14][CH2:15][C:16]3=[O:21])[CH:7]=[CH:8][C:9]=1[O:10][CH3:11]. The catalyst class is: 10. (8) Product: [CH3:27][C:26]1[O:25][C:24]([C:28]2[CH:29]=[CH:30][CH:31]=[CH:32][CH:33]=2)=[N:23][C:22]=1[CH2:21][O:20][C:19]1[CH:18]=[CH:17][C:16]([CH2:15][S:1][C:2]2[NH:6][N:5]=[C:4]([CH2:7][CH2:8][C:9]([O:11][CH2:12][CH3:13])=[O:10])[N:3]=2)=[CH:35][CH:34]=1. The catalyst class is: 6. Reactant: [SH:1][C:2]1[NH:6][N:5]=[C:4]([CH2:7][CH2:8][C:9]([O:11][CH2:12][CH3:13])=[O:10])[N:3]=1.Cl[CH2:15][C:16]1[CH:35]=[CH:34][C:19]([O:20][CH2:21][C:22]2[N:23]=[C:24]([C:28]3[CH:33]=[CH:32][CH:31]=[CH:30][CH:29]=3)[O:25][C:26]=2[CH3:27])=[CH:18][CH:17]=1.C(=O)([O-])[O-].[K+].[K+].CN(C)C=O. (9) Reactant: [F:1][C:2]1[CH:3]=[CH:4][C:5]([O:20]C)=[C:6]([C:8]2[CH:13]=[CH:12][CH:11]=[CH:10][C:9]=2[C:14]2[CH:19]=[CH:18][CH:17]=[CH:16][CH:15]=2)[CH:7]=1.B(Br)(Br)Br. Product: [F:1][C:2]1[CH:7]=[C:6]([C:8]2[CH:13]=[CH:12][CH:11]=[CH:10][C:9]=2[C:14]2[CH:15]=[CH:16][CH:17]=[CH:18][CH:19]=2)[C:5]([OH:20])=[CH:4][CH:3]=1. The catalyst class is: 2. (10) Reactant: [CH3:1][C:2]1[C:3]2[N:4]([N:13]=[C:14]([NH2:16])[N:15]=2)[C:5]([N:8]2[CH2:12][CH2:11][CH2:10][CH2:9]2)=[N:6][CH:7]=1.Br[C:18]1[CH:23]=[CH:22][C:21]([N:24]2[CH:28]=[C:27]([CH3:29])[N:26]=[CH:25]2)=[C:20]([O:30][CH3:31])[CH:19]=1.C(Cl)Cl. Product: [CH3:31][O:30][C:20]1[CH:19]=[C:18]([NH:16][C:14]2[N:15]=[C:3]3[N:4]([C:5]([N:8]4[CH2:12][CH2:11][CH2:10][CH2:9]4)=[N:6][CH:7]=[C:2]3[CH3:1])[N:13]=2)[CH:23]=[CH:22][C:21]=1[N:24]1[CH:28]=[C:27]([CH3:29])[N:26]=[CH:25]1. The catalyst class is: 61.